Task: Predict the product of the given reaction.. Dataset: Forward reaction prediction with 1.9M reactions from USPTO patents (1976-2016) (1) The product is: [ClH:37].[NH2:8][C@H:9]([CH2:28][C:29]1[CH:34]=[C:33]([F:35])[CH:32]=[CH:31][C:30]=1[F:36])[CH2:10][C:11]([N:13]1[CH2:18][CH2:17][N:16]2[C:19]([CH:26]=[CH2:27])=[C:20]([C:22]([F:23])([F:25])[F:24])[N:21]=[C:15]2[CH2:14]1)=[O:12]. Given the reactants C(OC([NH:8][C@H:9]([CH2:28][C:29]1[CH:34]=[C:33]([F:35])[CH:32]=[CH:31][C:30]=1[F:36])[CH2:10][C:11]([N:13]1[CH2:18][CH2:17][N:16]2[C:19]([CH:26]=[CH2:27])=[C:20]([C:22]([F:25])([F:24])[F:23])[N:21]=[C:15]2[CH2:14]1)=[O:12])=O)(C)(C)C.[ClH:37], predict the reaction product. (2) Given the reactants C(OC(=O)[NH:7][CH2:8][C@@H:9]([O:11][C:12]1[CH:17]=[CH:16][C:15]([NH:18][C:19]2[N:37]=[C:22]3[CH:23]=[CH:24][CH:25]=[C:26]([C:27]4[CH:36]=[CH:35][C:30]5[O:31][CH2:32][CH2:33][O:34][C:29]=5[CH:28]=4)[N:21]3[N:20]=2)=[CH:14][CH:13]=1)C)(C)(C)C.[CH3:39]C1C=CC(S(O)(=O)=O)=CC=1, predict the reaction product. The product is: [NH2:7][C@@H:8]([CH3:39])[CH2:9][O:11][C:12]1[CH:17]=[CH:16][C:15]([NH:18][C:19]2[N:37]=[C:22]3[CH:23]=[CH:24][CH:25]=[C:26]([C:27]4[CH:36]=[CH:35][C:30]5[O:31][CH2:32][CH2:33][O:34][C:29]=5[CH:28]=4)[N:21]3[N:20]=2)=[CH:14][CH:13]=1. (3) The product is: [CH3:9][N:8]([CH3:10])[C:5]1[N:4]=[CH:3][C:2]([B:11]2[O:15][C:14]([CH3:17])([CH3:16])[C:13]([CH3:19])([CH3:18])[O:12]2)=[CH:7][N:6]=1. Given the reactants Br[C:2]1[CH:3]=[N:4][C:5]([N:8]([CH3:10])[CH3:9])=[N:6][CH:7]=1.[B:11]1([B:11]2[O:15][C:14]([CH3:17])([CH3:16])[C:13]([CH3:19])([CH3:18])[O:12]2)[O:15][C:14]([CH3:17])([CH3:16])[C:13]([CH3:19])([CH3:18])[O:12]1.C([O-])(=O)C.[K+], predict the reaction product. (4) The product is: [CH3:1][O:2][C:3]([NH:5][C@H:6]([C:20]([NH:22][CH2:23][C:24]([F:51])([F:52])[CH2:25][CH2:26][C@@H:27]([C:48]([NH2:54])=[O:49])[N:28]([S:36]([C:39]1[CH:47]=[CH:46][C:42]2[N:43]=[CH:44][S:45][C:41]=2[CH:40]=1)(=[O:37])=[O:38])[CH2:29][CH:30]1[CH2:31][C:32]([F:35])([F:34])[CH2:33]1)=[O:21])[CH:7]([C:8]1[CH:9]=[CH:10][CH:11]=[CH:12][CH:13]=1)[C:14]1[CH:15]=[CH:16][CH:17]=[CH:18][CH:19]=1)=[O:4]. Given the reactants [CH3:1][O:2][C:3]([NH:5][C@H:6]([C:20]([NH:22][CH2:23][C:24]([F:52])([F:51])[CH2:25][CH2:26][C@@H:27]([C:48](O)=[O:49])[N:28]([S:36]([C:39]1[CH:47]=[CH:46][C:42]2[N:43]=[CH:44][S:45][C:41]=2[CH:40]=1)(=[O:38])=[O:37])[CH2:29][CH:30]1[CH2:33][C:32]([F:35])([F:34])[CH2:31]1)=[O:21])[CH:7]([C:14]1[CH:19]=[CH:18][CH:17]=[CH:16][CH:15]=1)[C:8]1[CH:13]=[CH:12][CH:11]=[CH:10][CH:9]=1)=[O:4].O[N:54]1C2C=CC=CC=2N=N1.[Cl-].[NH4+].CN(C(ON1N=NC2C=CC=NC1=2)=[N+](C)C)C.F[P-](F)(F)(F)(F)F.C(N(CC)C(C)C)(C)C, predict the reaction product. (5) Given the reactants [Cl:1][C:2]1[N:3]=[C:4]([N:13]2[CH2:18][CH2:17][O:16][CH2:15][CH2:14]2)[C:5]2[S:10]C(C#N)=[CH:8][C:6]=2[N:7]=1.[NH2:19][OH:20].Cl.C(Cl)Cl.[CH3:25][CH2:26][OH:27], predict the reaction product. The product is: [Cl:1][C:2]1[N:3]=[C:4]([N:13]2[CH2:18][CH2:17][O:16][CH2:15][CH2:14]2)[C:5]2[S:10][C:25]([C:26]([NH:19][OH:20])=[O:27])=[CH:8][C:6]=2[N:7]=1. (6) Given the reactants [CH2:1]([NH:8][C:9]1[N:17]=[CH:16][N:15]=[C:14]2[C:10]=1[N:11]=[C:12]([C:27]#[N:28])[N:13]2[C@@H:18]1[O:24][C@H:23]([CH2:25][OH:26])[C@@H:21]([OH:22])[C@H:19]1[OH:20])[C:2]1[CH:7]=[CH:6][CH:5]=[CH:4][CH:3]=1.[H-].[H-].[H-].[H-].[Li+].[Al+3].O, predict the reaction product. The product is: [NH2:28][CH2:27][C:12]1[N:13]([C@@H:18]2[O:24][C@H:23]([CH2:25][OH:26])[C@@H:21]([OH:22])[C@H:19]2[OH:20])[C:14]2[C:10]([N:11]=1)=[C:9]([NH:8][CH2:1][C:2]1[CH:3]=[CH:4][CH:5]=[CH:6][CH:7]=1)[N:17]=[CH:16][N:15]=2. (7) The product is: [Cl:17][C:2]1[CH:7]=[C:6]([C:8](=[NH:9])[NH:15][OH:16])[CH:5]=[CH:4][C:3]=1[CH2:10][C:11]([O:13][CH3:14])=[O:12]. Given the reactants Cl[C:2]1[CH:7]=[C:6]([C:8]#[N:9])[CH:5]=[CH:4][C:3]=1[CH2:10][C:11]([O:13][CH3:14])=[O:12].[NH2:15][OH:16].[ClH:17].C([O-])(O)=O.[Na+], predict the reaction product. (8) Given the reactants Cl[C:2]1[N:7]=[CH:6][NH:5][C:4]2=[N:8][CH:9]=[CH:10][C:3]=12.C(N(CC)C(C)C)(C)C.[NH2:20][C@@H:21]1[C:29]2[C:24](=[CH:25][CH:26]=[CH:27][CH:28]=2)[CH2:23][CH2:22]1, predict the reaction product. The product is: [C@@H:21]1([NH:20][C:2]2[C:3]3[CH:10]=[CH:9][NH:8][C:4]=3[N:5]=[CH:6][N:7]=2)[C:29]2[C:24](=[CH:25][CH:26]=[CH:27][CH:28]=2)[CH2:23][CH2:22]1. (9) Given the reactants [C:1]([CH2:3][C@H:4]1[CH2:15][CH2:14][C:13]2[S:12][C:11]3[N:10]=[CH:9][N:8]=[C:7]([O:16][CH:17]4[CH2:22][CH2:21][C:20]([NH:24][C:25](=[O:31])[O:26][C:27]([CH3:30])([CH3:29])[CH3:28])([CH3:23])[CH2:19][CH2:18]4)[C:6]=3[C:5]1=2)#[N:2].[H-].[Na+].[CH3:34]I, predict the reaction product. The product is: [C:1]([CH2:3][C@H:4]1[CH2:15][CH2:14][C:13]2[S:12][C:11]3[N:10]=[CH:9][N:8]=[C:7]([O:16][CH:17]4[CH2:18][CH2:19][C:20]([N:24]([CH3:34])[C:25](=[O:31])[O:26][C:27]([CH3:30])([CH3:29])[CH3:28])([CH3:23])[CH2:21][CH2:22]4)[C:6]=3[C:5]1=2)#[N:2].